Dataset: Forward reaction prediction with 1.9M reactions from USPTO patents (1976-2016). Task: Predict the product of the given reaction. (1) Given the reactants C([N:8]1[CH2:13][CH:12]=[C:11]([C:14]2[CH:19]=[CH:18][C:17]([N:20]3[CH2:24][C@H:23]([CH2:25][N:26]4[CH:30]=[C:29]([CH3:31])[N:28]=[N:27]4)[O:22][C:21]3=[O:32])=[CH:16][C:15]=2[F:33])[CH2:10][CH2:9]1)C1C=CC=CC=1.C(N(C(C)C)CC)(C)C.ClC(OC(Cl)=O)C.Cl.FC1C=C(N2C[C@H](CN3C=C(C)N=N3)OC2=O)C=C(F)C=1C1CCNCC=1, predict the reaction product. The product is: [F:33][C:15]1[CH:16]=[C:17]([N:20]2[CH2:24][C@H:23]([CH2:25][N:26]3[CH:30]=[C:29]([CH3:31])[N:28]=[N:27]3)[O:22][C:21]2=[O:32])[CH:18]=[CH:19][C:14]=1[C:11]1[CH2:12][CH2:13][NH:8][CH2:9][CH:10]=1. (2) Given the reactants [F:1][C:2]1[CH:3]=[C:4]([CH:21]=[C:22]([F:24])[CH:23]=1)[CH2:5][C@@H:6]([NH:13]C(=O)OC(C)(C)C)[C@@H:7]([OH:12])[CH2:8][CH2:9][CH2:10][CH3:11].C([C@H](NC(=O)OC(C)(C)C)[C@@H](O)CCCC)C1C=CC=CC=1, predict the reaction product. The product is: [NH2:13][C@@H:6]([C@@H:7]([OH:12])[CH2:8][CH2:9][CH2:10][CH3:11])[CH2:5][C:4]1[CH:21]=[C:22]([F:24])[CH:23]=[C:2]([F:1])[CH:3]=1. (3) Given the reactants O[C:2]1[CH:7]=[CH:6][C:5](Br)=[CH:4][C:3]=1[NH:9][C:10](=[O:21])[C:11]1[CH:16]=[C:15]([N+:17]([O-:19])=[O:18])[CH:14]=[CH:13][C:12]=1[F:20].O.[C:23]1(C)[CH:28]=[CH:27][C:26](S(O)(=O)=O)=[CH:25][CH:24]=1, predict the reaction product. The product is: [N+:17]([C:15]1[CH:16]=[C:11]([C:10]2[O:21][C:2]3[CH:7]=[CH:6][C:5]([C:23]4[CH:28]=[CH:27][CH:26]=[CH:25][CH:24]=4)=[CH:4][C:3]=3[N:9]=2)[C:12]([F:20])=[CH:13][CH:14]=1)([O-:19])=[O:18]. (4) Given the reactants Cl[C:2]1[C:3]([C:12]2[CH:17]=[CH:16][C:15]([CH2:18][C:19]([OH:21])=[O:20])=[CH:14][CH:13]=2)=[N:4][C:5]2[C:10]([N:11]=1)=[CH:9][CH:8]=[CH:7][CH:6]=2.[NH4+:22].[OH-], predict the reaction product. The product is: [NH2:22][C:2]1[C:3]([C:12]2[CH:17]=[CH:16][C:15]([CH2:18][C:19]([OH:21])=[O:20])=[CH:14][CH:13]=2)=[N:4][C:5]2[C:10]([N:11]=1)=[CH:9][CH:8]=[CH:7][CH:6]=2. (5) Given the reactants [CH:1]([O:4][C:5]([N:7]1[CH2:12][CH2:11][CH:10]([O:13][CH2:14][C:15]2[O:19][N:18]=[C:17]([C:20]3[CH:21]=[N:22][C:23]([O:26]C)=[N:24][CH:25]=3)[N:16]=2)[CH2:9][CH2:8]1)=[O:6])([CH3:3])[CH3:2].[I-].[Na+].C[Si](Cl)(C)C, predict the reaction product. The product is: [CH:1]([O:4][C:5]([N:7]1[CH2:12][CH2:11][CH:10]([O:13][CH2:14][C:15]2[O:19][N:18]=[C:17]([C:20]3[CH:25]=[N:24][C:23]([OH:26])=[N:22][CH:21]=3)[N:16]=2)[CH2:9][CH2:8]1)=[O:6])([CH3:3])[CH3:2]. (6) The product is: [C:43]([NH:42][CH2:41][CH2:40][NH:39][C:1](=[O:29])[O:12][CH2:13][C@@H:14]1[CH2:18][CH2:17][C@H:16]([N:19]2[CH:27]=[N:26][C:25]3[C:24](=[O:28])[N:23]=[CH:22][NH:21][C:20]2=3)[O:15]1)(=[O:65])[CH2:44][CH2:45]/[CH:46]=[CH:47]\[CH2:48]/[CH:49]=[CH:50]\[CH2:51]/[CH:52]=[CH:53]\[CH2:54]/[CH:55]=[CH:56]\[CH2:57]/[CH:58]=[CH:59]\[CH2:60]/[CH:61]=[CH:62]\[CH2:63][CH3:64]. Given the reactants [C:1](=[O:29])([O:12][CH2:13][C@@H:14]1[CH2:18][CH2:17][C@H:16]([N:19]2[CH:27]=[N:26][C:25]3[C:24](=[O:28])[N:23]=[CH:22][NH:21][C:20]2=3)[O:15]1)OC1C=CC([N+]([O-])=O)=CC=1.CCN(C(C)C)C(C)C.[NH2:39][CH2:40][CH2:41][NH:42][C:43](=[O:65])[CH2:44][CH2:45]/[CH:46]=[CH:47]\[CH2:48]/[CH:49]=[CH:50]\[CH2:51]/[CH:52]=[CH:53]\[CH2:54]/[CH:55]=[CH:56]\[CH2:57]/[CH:58]=[CH:59]\[CH2:60]/[CH:61]=[CH:62]\[CH2:63][CH3:64], predict the reaction product.